The task is: Predict the product of the given reaction.. This data is from Forward reaction prediction with 1.9M reactions from USPTO patents (1976-2016). (1) Given the reactants [Si:1]([O:8][CH2:9][C@H:10]1[C@H:18]2[N:13]([C:14]3[CH:22]=[CH:21][C:20]([NH:23][C:24](=[O:26])[CH3:25])=[CH:19][C:15]=3[O:16][CH2:17]2)[C:12](=[O:27])[O:11]1)([C:4]([CH3:7])([CH3:6])[CH3:5])([CH3:3])[CH3:2].[H-].[Na+].IC.[CH3:32]C(=O)OCC, predict the reaction product. The product is: [Si:1]([O:8][CH2:9][C@H:10]1[C@H:18]2[N:13]([C:14]3[CH:22]=[CH:21][C:20]([N:23]([CH3:32])[C:24](=[O:26])[CH3:25])=[CH:19][C:15]=3[O:16][CH2:17]2)[C:12](=[O:27])[O:11]1)([C:4]([CH3:7])([CH3:5])[CH3:6])([CH3:2])[CH3:3]. (2) Given the reactants [CH2:1]([O:3][C:4](=[O:11])[C:5]1[CH:10]=[CH:9][N:8]=[CH:7][CH:6]=1)[CH3:2].[CH3:12][I:13], predict the reaction product. The product is: [I-:13].[CH2:1]([O:3][C:4]([C:5]1[CH:6]=[CH:7][N+:8]([CH3:12])=[CH:9][CH:10]=1)=[O:11])[CH3:2]. (3) Given the reactants [CH3:1][S:2][C:3]1[CH:8]=[CH:7][C:6]([C@H:9]2[C@H:18]3[CH2:19][CH2:20][NH:21][C@H:17]3[C:16]3[CH:15]=[CH:14][CH:13]=[CH:12][C:11]=3[NH:10]2)=[CH:5][CH:4]=1.[C:22]([NH:30][C@@H:31]1[CH2:36][CH2:35][CH2:34][CH2:33][C@@H:32]1[C:37](O)=[O:38])(=[O:29])[C:23]1[CH:28]=[CH:27][CH:26]=[CH:25][CH:24]=1.C(N(CC)CC)C.CCOC(OC(OCC)=O)=O, predict the reaction product. The product is: [CH3:1][S:2][C:3]1[CH:4]=[CH:5][C:6]([C@H:9]2[C@H:18]3[CH2:19][CH2:20][N:21]([C:37]([C@H:32]4[CH2:33][CH2:34][CH2:35][CH2:36][C@H:31]4[NH:30][C:22](=[O:29])[C:23]4[CH:24]=[CH:25][CH:26]=[CH:27][CH:28]=4)=[O:38])[C@H:17]3[C:16]3[CH:15]=[CH:14][CH:13]=[CH:12][C:11]=3[NH:10]2)=[CH:7][CH:8]=1.